From a dataset of Reaction yield outcomes from USPTO patents with 853,638 reactions. Predict the reaction yield, written as a fraction of the theoretical maximum amount of product (1.0 means a 100% yield; for example, 0.34 means a 34% yield). (1) The reactants are [CH3:1][O:2][C:3]1[CH:4]=[C:5]([CH2:11][CH2:12][CH2:13][CH2:14][N:15]=[N+]=[N-])[CH:6]=[CH:7][C:8]=1[O:9][CH3:10].[H-].[H-].[H-].[H-].[Li+].[Al+3]. No catalyst specified. The product is [CH3:1][O:2][C:3]1[CH:4]=[C:5]([CH2:11][CH2:12][CH2:13][CH2:14][NH2:15])[CH:6]=[CH:7][C:8]=1[O:9][CH3:10]. The yield is 0.420. (2) The reactants are N1C=CN=C1.[C:6]([Si:10](Cl)([C:17]1[CH:22]=[CH:21][CH:20]=[CH:19][CH:18]=1)[C:11]1[CH:16]=[CH:15][CH:14]=[CH:13][CH:12]=1)([CH3:9])([CH3:8])[CH3:7].[F:24][C:25]1[CH:26]=[CH:27][C:28]2[N:29]([C:31]([C:34]3[N:39]=[C:38]([NH:40][C@@H:41]([C:44]4[CH:49]=[CH:48][C:47]([F:50])=[CH:46][N:45]=4)[CH2:42][OH:43])[C:37]([N+:51]([O-:53])=[O:52])=[CH:36][N:35]=3)=[CH:32][N:33]=2)[CH:30]=1.O. The catalyst is CN(C=O)C. The product is [Si:10]([O:43][CH2:42][C@@H:41]([NH:40][C:38]1[C:37]([N+:51]([O-:53])=[O:52])=[CH:36][N:35]=[C:34]([C:31]2[N:29]3[CH:30]=[C:25]([F:24])[CH:26]=[CH:27][C:28]3=[N:33][CH:32]=2)[N:39]=1)[C:44]1[CH:49]=[CH:48][C:47]([F:50])=[CH:46][N:45]=1)([C:6]([CH3:9])([CH3:8])[CH3:7])([C:17]1[CH:22]=[CH:21][CH:20]=[CH:19][CH:18]=1)[C:11]1[CH:16]=[CH:15][CH:14]=[CH:13][CH:12]=1. The yield is 0.800.